The task is: Predict the reaction yield, written as a fraction of the theoretical maximum amount of product (1.0 means a 100% yield; for example, 0.34 means a 34% yield).. This data is from Reaction yield outcomes from USPTO patents with 853,638 reactions. (1) The reactants are [C:1]([CH2:3][C:4]1([N:15]2[CH:19]=[C:18]([C:20]3[C:21]4[CH:28]=[CH:27][N:26]([CH2:29][O:30][CH2:31][CH2:32][Si:33]([CH3:36])([CH3:35])[CH3:34])[C:22]=4[N:23]=[CH:24][N:25]=3)[CH:17]=[N:16]2)[CH2:7][N:6](C(OC(C)(C)C)=O)[CH2:5]1)#[N:2].[ClH:37]. The catalyst is C1COCC1.O1CCOCC1. The product is [ClH:37].[ClH:37].[CH3:35][Si:33]([CH3:34])([CH3:36])[CH2:32][CH2:31][O:30][CH2:29][N:26]1[C:22]2[N:23]=[CH:24][N:25]=[C:20]([C:18]3[CH:17]=[N:16][N:15]([C:4]4([CH2:3][C:1]#[N:2])[CH2:5][NH:6][CH2:7]4)[CH:19]=3)[C:21]=2[CH:28]=[CH:27]1. The yield is 0.990. (2) The reactants are C([O:3][C:4](=[O:16])[CH:5]([CH2:11][CH:12]1[CH2:15][CH2:14][CH2:13]1)[C:6]([O:8]CC)=[O:7])C.[OH-].[K+]. The catalyst is C(O)C.O. The product is [CH:12]1([CH2:11][CH:5]([C:6]([OH:8])=[O:7])[C:4]([OH:16])=[O:3])[CH2:15][CH2:14][CH2:13]1. The yield is 0.347. (3) The yield is 0.910. No catalyst specified. The product is [Br:2][CH:11]([C:7]1[CH:8]=[CH:9][CH:10]=[C:5]([CH3:14])[CH:6]=1)[CH3:12]. The reactants are P(Br)(Br)[Br:2].[C:5]1([CH3:14])[CH:10]=[CH:9][CH:8]=[C:7]([CH:11](O)[CH3:12])[CH:6]=1. (4) The reactants are [F:1][C:2]1[CH:10]=[C:9]([O:11][CH3:12])[CH:8]=[CH:7][C:3]=1[C:4]([OH:6])=[O:5].[Br:13]Br.S([O-])([O-])=O.[Na+].[Na+].O. The catalyst is C(O)(=O)C. The product is [Br:13][C:8]1[C:9]([O:11][CH3:12])=[CH:10][C:2]([F:1])=[C:3]([CH:7]=1)[C:4]([OH:6])=[O:5]. The yield is 0.990. (5) The reactants are Br[C:2]1[CH:24]=[CH:23][C:5]2[C:6]3[N:7]=[C:8]([C:14]([N:16]4[CH2:20][CH2:19][CH2:18][C@@H:17]4[CH2:21][OH:22])=[O:15])[S:9][C:10]=3[CH2:11][CH2:12][O:13][C:4]=2[CH:3]=1.CC1(C)C(C)(C)OB([C:33]2[CH:34]=[N:35][NH:36][CH:37]=2)O1.C(=O)(O)[O-].[Na+].O.C(#N)C. The catalyst is C(OCC)(=O)C.C1C=CC([P]([Pd]([P](C2C=CC=CC=2)(C2C=CC=CC=2)C2C=CC=CC=2)([P](C2C=CC=CC=2)(C2C=CC=CC=2)C2C=CC=CC=2)[P](C2C=CC=CC=2)(C2C=CC=CC=2)C2C=CC=CC=2)(C2C=CC=CC=2)C2C=CC=CC=2)=CC=1. The product is [OH:22][CH2:21][C@H:17]1[CH2:18][CH2:19][CH2:20][N:16]1[C:14]([C:8]1[S:9][C:10]2[CH2:11][CH2:12][O:13][C:4]3[CH:3]=[C:2]([C:33]4[CH:34]=[N:35][NH:36][CH:37]=4)[CH:24]=[CH:23][C:5]=3[C:6]=2[N:7]=1)=[O:15]. The yield is 0.170. (6) The reactants are [CH3:1][O:2][C:3]([C:5]1(C(OC)=O)[CH2:13][C:12]2[C:7](=[CH:8][CH:9]=[CH:10][C:11]=2[N+:14]([O-:16])=[O:15])[CH2:6]1)=[O:4].[Cl-].[Li+].O. The catalyst is CS(C)=O. The product is [CH3:1][O:2][C:3]([CH:5]1[CH2:13][C:12]2[C:7](=[CH:8][CH:9]=[CH:10][C:11]=2[N+:14]([O-:16])=[O:15])[CH2:6]1)=[O:4]. The yield is 0.650.